This data is from Full USPTO retrosynthesis dataset with 1.9M reactions from patents (1976-2016). The task is: Predict the reactants needed to synthesize the given product. (1) Given the product [S:1]1[C:5]2[CH:6]=[CH:7][CH:8]=[CH:9][C:4]=2[N:3]=[C:2]1[C:10]1[C:11]([O:20][C@H:21]2[CH2:54][N:24]3[C:25](=[O:53])[C@@H:26]([NH:45][C:46](=[O:47])[O:48][C:49]([CH3:51])([CH3:52])[CH3:50])[CH2:27][CH2:28][CH2:29][CH2:30][CH2:31][C:32]([F:44])([F:43])[CH2:33][C@@H:34]4[CH2:39][C@@:35]4([C:40](=[O:41])[NH:73][S:70]([CH:67]4[CH2:69][CH2:68]4)(=[O:72])=[O:71])[NH:36][C:37](=[O:38])[C@@H:23]3[CH2:22]2)=[N:12][C:13]2[C:18]([N:19]=1)=[CH:17][CH:16]=[CH:15][CH:14]=2, predict the reactants needed to synthesize it. The reactants are: [S:1]1[C:5]2[CH:6]=[CH:7][CH:8]=[CH:9][C:4]=2[N:3]=[C:2]1[C:10]1[C:11]([O:20][C@H:21]2[CH2:54][N:24]3[C:25](=[O:53])[C@@H:26]([NH:45][C:46]([O:48][C:49]([CH3:52])([CH3:51])[CH3:50])=[O:47])[CH2:27][CH2:28][CH2:29][CH2:30][CH2:31][C:32]([F:44])([F:43])[CH2:33][C@@H:34]4[CH2:39][C@@:35]4([C:40](O)=[O:41])[NH:36][C:37](=[O:38])[C@@H:23]3[CH2:22]2)=[N:12][C:13]2[C:18]([N:19]=1)=[CH:17][CH:16]=[CH:15][CH:14]=2.C1N=CN(C(N2C=NC=C2)=O)C=1.[CH:67]1([S:70]([NH2:73])(=[O:72])=[O:71])[CH2:69][CH2:68]1.C1CCN2C(=NCCC2)CC1.Cl. (2) Given the product [CH3:1][C:2]1[CH:3]=[C:4]([CH:8]=[CH:9][C:10]=1[CH3:11])[C:5]([NH:18][CH:15]([CH2:14][CH:13]([CH3:19])[CH3:12])[CH2:16][CH3:17])=[O:7], predict the reactants needed to synthesize it. The reactants are: [CH3:1][C:2]1[CH:3]=[C:4]([CH:8]=[CH:9][C:10]=1[CH3:11])[C:5]([OH:7])=O.[CH3:12][CH:13]([CH3:19])[CH2:14][CH:15]([NH2:18])[CH2:16][CH3:17]. (3) Given the product [NH3:3].[CH:11]([N:8]1[CH:7]=[N:6][C:5]2[C:9]1=[N:10][C:2]([C:31]1[CH2:32][N:33]([C:35]([O:37][C:38]([CH3:41])([CH3:40])[CH3:39])=[O:36])[CH2:34][CH2:29][CH:30]=1)=[N:3][C:4]=2[NH:14][C:15]1[CH:16]=[N:17][N:18]([CH3:20])[CH:19]=1)([CH3:13])[CH3:12], predict the reactants needed to synthesize it. The reactants are: Cl[C:2]1[N:10]=[C:9]2[C:5]([N:6]=[CH:7][N:8]2[CH:11]([CH3:13])[CH3:12])=[C:4]([NH:14][C:15]2[CH:16]=[N:17][N:18]([CH3:20])[CH:19]=2)[N:3]=1.CC1(C)C(C)(C)OB([C:29]2[CH2:34][N:33]([C:35]([O:37][C:38]([CH3:41])([CH3:40])[CH3:39])=[O:36])[CH2:32][CH2:31][CH:30]=2)O1.P([O-])([O-])([O-])=O.[K+].[K+].[K+].C(OCC)(=O)C. (4) The reactants are: [NH2:1][C:2]1[C:7]([OH:8])=[CH:6][CH:5]=[CH:4][N:3]=1.[CH3:9][N:10]([CH3:14])[C:11](Cl)=O. Given the product [CH3:9][N:10]([CH3:14])[C:11]1[O:8][C:7]2[C:2]([N:1]=1)=[N:3][CH:4]=[CH:5][CH:6]=2, predict the reactants needed to synthesize it. (5) Given the product [CH2:33]([O:40][C:41]([N:43]1[CH2:44][CH2:45][N:46]([C:49](=[O:52])[CH2:50][O:11][C:8]2[CH:7]=[CH:6][C:5]([C:4](=[O:12])[N:3]([CH2:1][CH3:2])[C:13]3[CH:18]=[C:17]([O:19][CH3:20])[CH:16]=[CH:15][C:14]=3[CH:21]3[CH2:30][CH2:29][C:28]4[C:23](=[CH:24][CH:25]=[C:26]([O:31][CH3:32])[CH:27]=4)[CH2:22]3)=[CH:10][CH:9]=2)[CH2:47][CH2:48]1)=[O:42])[C:34]1[CH:39]=[CH:38][CH:37]=[CH:36][CH:35]=1, predict the reactants needed to synthesize it. The reactants are: [CH2:1]([N:3]([C:13]1[CH:18]=[C:17]([O:19][CH3:20])[CH:16]=[CH:15][C:14]=1[CH:21]1[CH2:30][CH2:29][C:28]2[C:23](=[CH:24][CH:25]=[C:26]([O:31][CH3:32])[CH:27]=2)[CH2:22]1)[C:4](=[O:12])[C:5]1[CH:10]=[CH:9][C:8]([OH:11])=[CH:7][CH:6]=1)[CH3:2].[CH2:33]([O:40][C:41]([N:43]1[CH2:48][CH2:47][N:46]([C:49](=[O:52])[CH2:50]Cl)[CH2:45][CH2:44]1)=[O:42])[C:34]1[CH:39]=[CH:38][CH:37]=[CH:36][CH:35]=1.C(=O)([O-])[O-].[Cs+].[Cs+].